From a dataset of Reaction yield outcomes from USPTO patents with 853,638 reactions. Predict the reaction yield, written as a fraction of the theoretical maximum amount of product (1.0 means a 100% yield; for example, 0.34 means a 34% yield). (1) The yield is 0.300. The catalyst is CN(C=O)C.[Co](Cl)Cl. The reactants are [Cl:1][C:2]1[CH:3]=[CH:4][C:5]([NH:8][C:9]([C:11]2[CH:16]=[CH:15][CH:14]=[CH:13][C:12]=2[NH:17][C:18]([C:20]2[CH:25]=[CH:24][C:23]([C:26]#[N:27])=[CH:22][CH:21]=2)=[O:19])=[O:10])=[N:6][CH:7]=1.[BH4-].[Na+]. The product is [NH2:27][CH2:26][C:23]1[CH:22]=[CH:21][C:20]([C:18]([NH:17][C:12]2[CH:13]=[CH:14][CH:15]=[CH:16][C:11]=2[C:9](=[O:10])[NH:8][C:5]2[CH:4]=[CH:3][C:2]([Cl:1])=[CH:7][N:6]=2)=[O:19])=[CH:25][CH:24]=1. (2) The reactants are N#N.[N+:3]([C:6]1[C:13]([O:14][CH3:15])=[CH:12][CH:11]=[CH:10][C:7]=1[CH:8]=[O:9])([O-:5])=[O:4].[N+:16]([CH2:19][CH3:20])([O-:18])=[O:17].[F-].[K+]. The catalyst is O.C(O)(C)C. The product is [N+:3]([C:6]1[C:13]([O:14][CH3:15])=[CH:12][CH:11]=[CH:10][C:7]=1[CH:8]([OH:9])[CH:19]([N+:16]([O-:18])=[O:17])[CH3:20])([O-:5])=[O:4]. The yield is 0.960.